From a dataset of Full USPTO retrosynthesis dataset with 1.9M reactions from patents (1976-2016). Predict the reactants needed to synthesize the given product. (1) Given the product [Br:13][CH2:14][CH2:15][CH2:16][CH:17]=[CH:7][C:6]1[CH:9]=[CH:10][CH:11]=[C:4]([N+:1]([O-:3])=[O:2])[CH:5]=1, predict the reactants needed to synthesize it. The reactants are: [N+:1]([C:4]1[CH:5]=[C:6]([CH:9]=[CH:10][CH:11]=1)[CH:7]=O)([O-:3])=[O:2].[Br-].[Br:13][CH2:14][CH2:15][CH2:16][CH2:17][P+](C1C=CC=CC=1)(C1C=CC=CC=1)C1C=CC=CC=1.[OH-].[Na+]. (2) Given the product [S:23]([O:21][CH:17]1[CH:18]=[CH:19][CH2:20][N:15]([C:13](=[O:14])[C@@H:9]([CH:10]([CH3:12])[CH3:11])[NH:8][C:1]([O:3][C:4]([CH3:5])([CH3:6])[CH3:7])=[O:2])[CH2:16]1)([CH3:22])(=[O:25])=[O:24], predict the reactants needed to synthesize it. The reactants are: [C:1]([NH:8][C@@H:9]([C:13]([N:15]1[CH2:20][CH:19]=[CH:18][CH:17]([OH:21])[CH2:16]1)=[O:14])[CH:10]([CH3:12])[CH3:11])([O:3][C:4]([CH3:7])([CH3:6])[CH3:5])=[O:2].[CH3:22][S:23](Cl)(=[O:25])=[O:24].Cl. (3) Given the product [C:5]([O:33][C:32]([N:29]1[CH2:30][CH2:31][N:26]([C:23]2[CH:24]=[CH:25][C:20]([NH:19][C:6]3[C:5]([C:9]([F:12])([F:11])[F:10])=[CH:4][N:3]=[C:2]([Cl:1])[N:7]=3)=[C:21]([O:35][CH3:36])[CH:22]=2)[CH2:27][CH2:28]1)=[O:34])([CH3:9])([CH3:6])[CH3:4], predict the reactants needed to synthesize it. The reactants are: [Cl:1][C:2]1[N:7]=[C:6](Cl)[C:5]([C:9]([F:12])([F:11])[F:10])=[CH:4][N:3]=1.C(=O)([O-])[O-].[K+].[K+].[NH2:19][C:20]1[CH:25]=[CH:24][C:23]([N:26]2[CH2:31][CH2:30][N:29]([C:32]([O-:34])=[O:33])[CH2:28][CH2:27]2)=[CH:22][C:21]=1[O:35][CH3:36]. (4) Given the product [N+:1]([CH:4]1[CH2:9][CH2:8][CH2:7][CH2:6][C@@H:5]1[C:16]([C:11]1[CH:12]=[CH:13][CH:14]=[CH:15][N:10]=1)=[O:17])([O-:3])=[O:2], predict the reactants needed to synthesize it. The reactants are: [N+:1]([C:4]1[CH2:9][CH2:8][CH2:7][CH2:6][CH:5]=1)([O-:3])=[O:2].[N:10]1[CH:15]=[CH:14][CH:13]=[CH:12][C:11]=1[CH:16]=[O:17].CCOCC.[Na+].[Cl-]. (5) Given the product [CH:14]#[C:9][CH2:10][CH2:11][CH2:12][C:13]#[CH:18].[O:87]=[C:75]1[O:76][C@H:52]([C@H:53]([CH2:58][OH:59])[OH:7])[C:51]([OH:77])=[C:73]1[OH:74], predict the reactants needed to synthesize it. The reactants are: C[C@@H]1[O:7][C@@H](O[C@@H:9]2[C:14]3=C(O)C4C(=O)C5C(=CC=CC=5OC)C(=O)C=4[C:18](O)=[C:13]3[CH2:12][C@@:11](O)(C(CO)=O)[CH2:10]2)C[C@H](N)[C@@H]1O.Cl.C[C@@H]1O[C@@H](O[C@@H]2C3=C(O)C4C(=O)C5C(=CC=CC=5OC)C(=O)C=4[C:58]([OH:59])=[C:53]3[CH2:52][C@@:51]([OH:77])([C:73]([CH2:75][OH:76])=[O:74])C2)C[C@H](N)[C@@H]1O.C#CCCCC#C.[OH2:87]. (6) Given the product [F:26][C@H:16]1[CH2:15][C@@:13]2([CH3:14])[C@@H:9]([CH2:10][CH2:11][C@@H:12]2[OH:27])[C@H:8]2[C@H:17]1[C:18]1[CH:19]=[CH:20][C:21]([OH:25])=[CH:22][C:23]=1[CH2:24][C@H:7]2[CH2:6][CH2:5][CH2:4][CH2:3][CH2:34][N:33]([CH2:32][CH2:31][CH2:30][C:29]([F:57])([F:28])[C:35]([F:55])([F:56])[C:36]([F:53])([F:54])[C:37]([F:51])([F:52])[C:38]([F:49])([F:50])[C:39]([F:47])([F:48])[C:40]([F:45])([F:46])[C:41]([F:44])([F:43])[F:42])[CH3:60], predict the reactants needed to synthesize it. The reactants are: BrC[CH2:3][CH2:4][CH2:5][CH2:6][C@@H:7]1[CH2:24][C:23]2[CH:22]=[C:21]([OH:25])[CH:20]=[CH:19][C:18]=2[C@@H:17]2[C@@H:8]1[C@H:9]1[C@@:13]([CH2:15][C@@H:16]2[F:26])([CH3:14])[CH:12]([OH:27])[CH2:11][CH2:10]1.[F:28][C:29]([F:57])([C:35]([F:56])([F:55])[C:36]([F:54])([F:53])[C:37]([F:52])([F:51])[C:38]([F:50])([F:49])[C:39]([F:48])([F:47])[C:40]([F:46])([F:45])[C:41]([F:44])([F:43])[F:42])[CH2:30][CH2:31][CH2:32][NH:33][CH3:34].[Cl-].[Na+].[CH3:60]N1CCCC1=O. (7) Given the product [C:13]1([C:19]([C:20]2[CH:21]=[CH:22][CH:23]=[CH:24][CH:25]=2)([C:26]2[CH:27]=[CH:28][CH:29]=[CH:30][CH:31]=2)[N:4]2[CH:3]=[C:2]([I:1])[N:6]=[CH:5]2)[CH:14]=[CH:15][CH:16]=[CH:17][CH:18]=1, predict the reactants needed to synthesize it. The reactants are: [I:1][C:2]1[NH:6][CH:5]=[N:4][CH:3]=1.IC1NC=CN=1.[C:13]1([C:19](Cl)([C:26]2[CH:31]=[CH:30][CH:29]=[CH:28][CH:27]=2)[C:20]2[CH:25]=[CH:24][CH:23]=[CH:22][CH:21]=2)[CH:18]=[CH:17][CH:16]=[CH:15][CH:14]=1. (8) The reactants are: [CH3:1][N:2]1[C:8]([CH3:10])([CH3:9])[C:6](=[O:7])[NH:5][C:3]1=[O:4].C(=O)([O-])[O-].[K+].[K+].[CH3:17][O:18][CH2:19][O:20][C:21](=[CH2:24])[CH2:22]Cl. Given the product [CH3:1][N:2]1[C:8]([CH3:10])([CH3:9])[C:6](=[O:7])[N:5]([CH2:24][C:21]([O:20][CH2:19][O:18][CH3:17])=[CH2:22])[C:3]1=[O:4], predict the reactants needed to synthesize it. (9) Given the product [CH3:18][C:8]1[CH:13]=[CH:12][C:11]([S:14]([O:7][CH2:6][C@@H:2]2[CH2:3][CH2:4][CH2:5][O:1]2)(=[O:16])=[O:15])=[CH:10][CH:9]=1, predict the reactants needed to synthesize it. The reactants are: [O:1]1[CH2:5][CH2:4][CH2:3][C@H:2]1[CH2:6][OH:7].[C:8]1([CH3:18])[CH:13]=[CH:12][C:11]([S:14](Cl)(=[O:16])=[O:15])=[CH:10][CH:9]=1.C(N(CC)CC)C. (10) The reactants are: O=[C:2]1[CH2:7][CH2:6][CH:5]([C:8]2[CH:15]=[CH:14][C:11]([C:12]#[N:13])=[CH:10][CH:9]=2)[CH2:4][CH2:3]1.[NH:16]1[CH2:19][CH:18]([NH:20][C:21]([CH2:23][NH:24][C:25](=[O:36])[C:26]2[CH:31]=[CH:30][CH:29]=[C:28]([C:32]([F:35])([F:34])[F:33])[CH:27]=2)=[O:22])[CH2:17]1. Given the product [C:12]([C:11]1[CH:14]=[CH:15][C:8]([CH:5]2[CH2:6][CH2:7][CH:2]([N:16]3[CH2:19][CH:18]([NH:20][C:21]([CH2:23][NH:24][C:25](=[O:36])[C:26]4[CH:31]=[CH:30][CH:29]=[C:28]([C:32]([F:35])([F:33])[F:34])[CH:27]=4)=[O:22])[CH2:17]3)[CH2:3][CH2:4]2)=[CH:9][CH:10]=1)#[N:13], predict the reactants needed to synthesize it.